This data is from Reaction yield outcomes from USPTO patents with 853,638 reactions. The task is: Predict the reaction yield, written as a fraction of the theoretical maximum amount of product (1.0 means a 100% yield; for example, 0.34 means a 34% yield). The reactants are C(O[C:4](=[N:6][C:7](=O)[C:8]1[CH:13]=[CH:12][C:11]([CH3:14])=[CH:10][CH:9]=1)[CH3:5])C.Cl.[NH:17]([C:19]1[CH:24]=[CH:23][C:22]([S:25]([NH2:28])(=[O:27])=[O:26])=[CH:21][CH:20]=1)[NH2:18].C(N(CC)CC)C.O. The catalyst is ClCCl.CO. The product is [CH3:5][C:4]1[N:6]=[C:7]([C:8]2[CH:9]=[CH:10][C:11]([CH3:14])=[CH:12][CH:13]=2)[N:17]([C:19]2[CH:24]=[CH:23][C:22]([S:25]([NH2:28])(=[O:26])=[O:27])=[CH:21][CH:20]=2)[N:18]=1. The yield is 0.680.